This data is from Reaction yield outcomes from USPTO patents with 853,638 reactions. The task is: Predict the reaction yield, written as a fraction of the theoretical maximum amount of product (1.0 means a 100% yield; for example, 0.34 means a 34% yield). (1) The reactants are [N+:1]([C:4]1[CH:5]=[C:6]2[C:10](=[CH:11][CH:12]=1)[CH2:9][C:8](=[O:13])[CH2:7]2)([O-:3])=[O:2].[BH4-].[Na+].O. The catalyst is CCO.CC(O)C. The product is [N+:1]([C:4]1[CH:5]=[C:6]2[C:10](=[CH:11][CH:12]=1)[CH2:9][CH:8]([OH:13])[CH2:7]2)([O-:3])=[O:2]. The yield is 0.830. (2) The catalyst is CN(C=O)C. The product is [CH2:15]([N:9]1[CH:8]=[CH:7][N:6]=[C:5]([C:10]([O:12][CH3:13])=[O:11])[C:4]1=[O:3])[C:16]1[CH:21]=[CH:20][CH:19]=[CH:18][CH:17]=1. The reactants are [H-].[Li+].[O:3]=[C:4]1[NH:9][CH:8]=[CH:7][N:6]=[C:5]1[C:10]([O:12][CH3:13])=[O:11].Cl[CH2:15][C:16]1[CH:21]=[CH:20][CH:19]=[CH:18][CH:17]=1. The yield is 0.640. (3) The reactants are [F:1][C:2]1([F:49])[CH2:7][CH2:6][C@H:5]([O:8][C:9]2[C:14]([CH3:15])=[CH:13][C:12]([S:16]([N:19](CC3C=CC(OC)=CC=3OC)[C:20]3[CH:25]=[CH:24][N:23]=[CH:22][N:21]=3)(=[O:18])=[O:17])=[C:11]([F:37])[CH:10]=2)[C@@H:4]([C:38]2[N:42](COCCOC)[N:41]=[CH:40][CH:39]=2)[CH2:3]1.C([SiH](CC)CC)C.FC(F)(F)C(O)=O.Cl. The catalyst is CO.ClCCl. The product is [F:49][C:2]1([F:1])[CH2:7][CH2:6][C@H:5]([O:8][C:9]2[C:14]([CH3:15])=[CH:13][C:12]([S:16]([NH:19][C:20]3[CH:25]=[CH:24][N:23]=[CH:22][N:21]=3)(=[O:18])=[O:17])=[C:11]([F:37])[CH:10]=2)[C@@H:4]([C:38]2[NH:42][N:41]=[CH:40][CH:39]=2)[CH2:3]1. The yield is 0.660. (4) The reactants are [NH2:1][C@@H:2]([CH3:15])[CH2:3][NH:4][C:5]1[CH:13]=[C:12]([Br:14])[CH:11]=[CH:10][C:6]=1[C:7](O)=[O:8].CCN(CC)CC.CN(C(ON1N=NC2C=CC=NC1=2)=[N+](C)C)C.F[P-](F)(F)(F)(F)F. The catalyst is CN(C=O)C. The product is [Br:14][C:12]1[CH:11]=[CH:10][C:6]2[C:7](=[O:8])[NH:1][C@@H:2]([CH3:15])[CH2:3][NH:4][C:5]=2[CH:13]=1. The yield is 0.910. (5) The reactants are CCN(C(C)C)C(C)C.[C:10]([C:14]1[N:22]=[C:21]2[C:17]([N:18]=[CH:19][N:20]2[CH2:23][C:24]2[C:29]([Cl:30])=[CH:28][CH:27]=[CH:26][N:25]=2)=[C:16](Cl)[N:15]=1)([CH3:13])([CH3:12])[CH3:11].Cl.[NH:33]1[CH2:37][CH2:36][CH2:35][C@@H:34]1[C:38]#[N:39].O. The catalyst is O1CCOCC1. The product is [C:10]([C:14]1[N:22]=[C:21]2[C:17]([N:18]=[CH:19][N:20]2[CH2:23][C:24]2[C:29]([Cl:30])=[CH:28][CH:27]=[CH:26][N:25]=2)=[C:16]([N:33]2[CH2:37][CH2:36][CH2:35][C@@H:34]2[C:38]#[N:39])[N:15]=1)([CH3:13])([CH3:12])[CH3:11]. The yield is 0.0600. (6) The reactants are [C:1]([O-])([O-])=O.[K+].[K+].[C:7]1(C)[C:12]([OH:13])=[CH:11][CH:10]=[CH:9][CH:8]=1.Br[CH2:16][C:17]1[CH:26]=[CH:25][C:20]([C:21]([O:23][CH3:24])=[O:22])=[CH:19][CH:18]=1. The catalyst is CC(C)=O. The product is [C:10]1([CH3:1])[CH:9]=[CH:8][CH:7]=[C:12]([O:13][CH2:16][C:17]2[CH:26]=[CH:25][C:20]([C:21]([O:23][CH3:24])=[O:22])=[CH:19][CH:18]=2)[CH:11]=1. The yield is 0.900. (7) The reactants are [F:1][C:2]1[CH:8]=[CH:7][C:6]([I:9])=[CH:5][C:3]=1[NH2:4].[N:10]([O-])=O.[Na+].[CH3:14][O:15][CH2:16][C:17](=[O:23])[CH2:18][C:19]([O:21][CH3:22])=[O:20].CC([O-])=O.[Na+]. The catalyst is Cl.O.CCO. The product is [F:1][C:2]1[CH:8]=[CH:7][C:6]([I:9])=[CH:5][C:3]=1[NH:4][N:10]=[C:18]([C:17](=[O:23])[CH2:16][O:15][CH3:14])[C:19]([O:21][CH3:22])=[O:20]. The yield is 0.870. (8) The reactants are [CH3:1][C:2]1([CH3:29])[C:18]2[CH:17]=[C:16]3[C:8]([C:9]4[CH:10]=[C:11]5[C:22]([CH3:24])([CH3:23])[CH2:21][CH2:20][C:19]([CH3:26])([CH3:25])[C:12]5=[CH:13][C:14]=4[CH2:15]3)=[CH:7][C:6]=2[C:5]([CH3:28])([CH3:27])[CH2:4][CH2:3]1.CCCCCC.[Li]CCCC.[C:41]1([C:47]([C:53]2[CH:58]=[CH:57][CH:56]=[CH:55][CH:54]=2)=[C:48]2[CH:52]=[CH:51][CH:50]=[CH:49]2)[CH:46]=[CH:45][CH:44]=[CH:43][CH:42]=1. The catalyst is C1COCC1. The product is [CH:48]1([C:47]([C:53]2[CH:58]=[CH:57][CH:56]=[CH:55][CH:54]=2)([C:41]2[CH:42]=[CH:43][CH:44]=[CH:45][CH:46]=2)[CH:20]2[CH2:21][C:22]([CH3:24])([CH3:23])[C:11]3[CH:10]=[C:9]4[C:14](=[CH:13][C:12]=3[C:19]2([CH3:26])[CH3:25])[CH2:15][C:16]2[CH:17]=[C:18]3[C:2]([CH3:29])([CH3:1])[CH2:3][CH2:4][C:5]([CH3:28])([CH3:27])[C:6]3=[CH:7][C:8]4=2)[CH:49]=[CH:50][CH:51]=[CH:52]1. The yield is 0.790. (9) The reactants are [Cl:1][C:2]1[S:6][C:5]([C:7]([O:9]C)=[O:8])=[CH:4][C:3]=1[C:11]1[N:15]([CH3:16])[N:14]=[CH:13][C:12]=1[CH3:17].[OH-].[Na+]. The catalyst is O1CCCC1. The product is [Cl:1][C:2]1[S:6][C:5]([C:7]([OH:9])=[O:8])=[CH:4][C:3]=1[C:11]1[N:15]([CH3:16])[N:14]=[CH:13][C:12]=1[CH3:17]. The yield is 0.950. (10) The reactants are [CH2:1]([N:8]1[C:12]2[CH:13]=[C:14](Br)[CH:15]=[CH:16][C:11]=2[N:10]=[CH:9]1)[C:2]1[CH:7]=[CH:6][CH:5]=[CH:4][CH:3]=1.[CH2:18]1[C:27]2[C:22](=[CH:23][CH:24]=[CH:25][CH:26]=2)[CH2:21][CH2:20][N:19]1[CH2:28][CH:29]([OH:47])[CH2:30][O:31][C:32]1[CH:37]=[CH:36][CH:35]=[C:34](B2OC(C)(C)C(C)(C)O2)[CH:33]=1.C([O-])([O-])=O.[K+].[K+]. The catalyst is O1CCOCC1.O.C1C=CC(P(C2C=CC=CC=2)[C-]2C=CC=C2)=CC=1.C1C=CC(P(C2C=CC=CC=2)[C-]2C=CC=C2)=CC=1.Cl[Pd]Cl.[Fe+2]. The yield is 0.316. The product is [CH2:1]([N:8]1[C:12]2[CH:13]=[C:14]([C:34]3[CH:33]=[C:32]([CH:37]=[CH:36][CH:35]=3)[O:31][CH2:30][CH:29]([OH:47])[CH2:28][N:19]3[CH2:20][CH2:21][C:22]4[C:27](=[CH:26][CH:25]=[CH:24][CH:23]=4)[CH2:18]3)[CH:15]=[CH:16][C:11]=2[N:10]=[CH:9]1)[C:2]1[CH:7]=[CH:6][CH:5]=[CH:4][CH:3]=1.